From a dataset of Catalyst prediction with 721,799 reactions and 888 catalyst types from USPTO. Predict which catalyst facilitates the given reaction. (1) Reactant: [Br:1][C:2]1[CH:3]=[C:4]([NH:10][C:11]2[CH:16]=[CH:15][C:14]([N:17]3[CH2:22][CH2:21][N:20]([CH2:23][CH2:24][O:25][Si](C(C)(C)C)(C)C)[CH2:19][CH2:18]3)=[CH:13][N:12]=2)[C:5](=[O:9])[N:6]([CH3:8])[CH:7]=1.CC1(C)[C@@]2(CS(O)(=O)=O)C(C[C@@H]1CC2)=O.O. Product: [Br:1][C:2]1[CH:3]=[C:4]([NH:10][C:11]2[CH:16]=[CH:15][C:14]([N:17]3[CH2:18][CH2:19][N:20]([CH2:23][CH2:24][OH:25])[CH2:21][CH2:22]3)=[CH:13][N:12]=2)[C:5](=[O:9])[N:6]([CH3:8])[CH:7]=1. The catalyst class is: 5. (2) Reactant: [NH2:1][C:2]1[CH:11]=[CH:10][C:5]([C:6]([O:8][CH3:9])=[O:7])=[CH:4][C:3]=1[O:12][CH2:13][CH:14]1[CH2:16][CH2:15]1.N1C=CC=CC=1.Cl[CH2:24][CH2:25][S:26](Cl)(=[O:28])=[O:27]. Product: [CH:14]1([CH2:13][O:12][C:3]2[CH:4]=[C:5]([CH:10]=[CH:11][C:2]=2[NH:1][S:26]([CH:25]=[CH2:24])(=[O:28])=[O:27])[C:6]([O:8][CH3:9])=[O:7])[CH2:16][CH2:15]1. The catalyst class is: 2.